From a dataset of Full USPTO retrosynthesis dataset with 1.9M reactions from patents (1976-2016). Predict the reactants needed to synthesize the given product. (1) Given the product [CH2:1]([S:4]([O:7][C:8]1[CH:13]=[CH:12][C:11]([CH2:14][O:15][C:51]([NH:36][S:33]([CH2:28][CH2:29][CH2:30][CH2:31][CH3:32])(=[O:35])=[O:34])=[O:52])=[C:10]([O:16][C:17]2[C:22]([Cl:23])=[CH:21][C:20]([C:24]([F:26])([F:27])[F:25])=[CH:19][N:18]=2)[CH:9]=1)(=[O:6])=[O:5])[CH2:2][CH3:3], predict the reactants needed to synthesize it. The reactants are: [CH2:1]([S:4]([O:7][C:8]1[CH:13]=[CH:12][C:11]([CH2:14][OH:15])=[C:10]([O:16][C:17]2[C:22]([Cl:23])=[CH:21][C:20]([C:24]([F:27])([F:26])[F:25])=[CH:19][N:18]=2)[CH:9]=1)(=[O:6])=[O:5])[CH2:2][CH3:3].[CH2:28]([S:33]([NH2:36])(=[O:35])=[O:34])[CH2:29][CH2:30][CH2:31][CH3:32].N12CCCN=C1CCCCC2.Cl.CN(C)[CH:51]=[O:52]. (2) The reactants are: C([O:4][CH2:5][CH:6]1[CH2:10][CH2:9][N:8]([C:11]2[C:16](/[CH:17]=[C:18](\[CH3:39])/[C:19]([NH:21][C:22]3[CH:27]=[CH:26][C:25]([S@:28]([CH2:30][C:31]4[N:35]([CH2:36][CH2:37][CH3:38])[CH:34]=[N:33][CH:32]=4)=[O:29])=[CH:24][CH:23]=3)=[O:20])=[CH:15][C:14]([C:40]3[CH:45]=[CH:44][C:43]([O:46][CH2:47][CH2:48][O:49][CH2:50][CH2:51][CH2:52][CH3:53])=[CH:42][CH:41]=3)=[CH:13][N:12]=2)[CH2:7]1)(=O)C.[OH-].[Na+].O.Cl. Given the product [CH2:50]([O:49][CH2:48][CH2:47][O:46][C:43]1[CH:42]=[CH:41][C:40]([C:14]2[CH:15]=[C:16](/[CH:17]=[C:18](\[CH3:39])/[C:19]([NH:21][C:22]3[CH:23]=[CH:24][C:25]([S@:28]([CH2:30][C:31]4[N:35]([CH2:36][CH2:37][CH3:38])[CH:34]=[N:33][CH:32]=4)=[O:29])=[CH:26][CH:27]=3)=[O:20])[C:11]([N:8]3[CH2:9][CH2:10][CH:6]([CH2:5][OH:4])[CH2:7]3)=[N:12][CH:13]=2)=[CH:45][CH:44]=1)[CH2:51][CH2:52][CH3:53], predict the reactants needed to synthesize it. (3) Given the product [O-:42][N+:33]1[C:34]2[CH:41]=[CH:40][CH:39]=[CH:38][C:35]=2[N+:36]([O-:37])=[C:31]([NH:27][CH2:28][CH2:29][NH:30][CH2:4][CH2:5][NH:1][C:6]([C:8]2[CH:9]=[CH:10][CH:11]=[C:12]3[C:17]=2[N:16]=[C:15]([C:18]2[CH:19]=[CH:20][N:21]=[CH:22][CH:23]=2)[CH:14]=[CH:13]3)=[O:7])[N:32]=1, predict the reactants needed to synthesize it. The reactants are: [N:1]1([C:6]([C:8]2[CH:9]=[CH:10][CH:11]=[C:12]3[C:17]=2[N:16]=[C:15]([C:18]2[CH:23]=[CH:22][N:21]=[CH:20][CH:19]=2)[CH:14]=[CH:13]3)=[O:7])[CH:5]=[CH:4]N=C1.NCC[N:27]([C:31]1[N:32]=[N+:33]([O-:42])[C:34]2[CH:41]=[CH:40][CH:39]=[CH:38][C:35]=2[N+:36]=1[O-:37])[CH2:28][CH2:29][NH2:30]. (4) The reactants are: [CH3:1][C:2]1[N:7]=[C:6]([C:8]#N)[CH:5]=[C:4]([O:10][C:11]2[CH:12]=[N:13][CH:14]=[N:15][CH:16]=2)[CH:3]=1.[OH-:17].[Na+].Cl.[O:20]1CCOCC1. Given the product [CH3:1][C:2]1[N:7]=[C:6]([C:8]([OH:20])=[O:17])[CH:5]=[C:4]([O:10][C:11]2[CH:12]=[N:13][CH:14]=[N:15][CH:16]=2)[CH:3]=1, predict the reactants needed to synthesize it.